From a dataset of Catalyst prediction with 721,799 reactions and 888 catalyst types from USPTO. Predict which catalyst facilitates the given reaction. Reactant: [C:1]([Si:5]([CH3:34])([CH3:33])[O:6][C:7]1[CH:8]=[C:9]([CH:31]=[CH2:32])[C:10]2[O:14][C:13]([C:15]3[CH:20]=[CH:19][C:18]([O:21][Si](C(C)(C)C)(C)C)=[C:17]([F:29])[CH:16]=3)=[N:12][C:11]=2[CH:30]=1)([CH3:4])([CH3:3])[CH3:2].C(OCC)(=O)C.C([O-])(O)=O.[Na+].O. The catalyst class is: 15. Product: [C:1]([Si:5]([CH3:34])([CH3:33])[O:6][C:7]1[CH:8]=[C:9]([CH:31]=[CH2:32])[C:10]2[O:14][C:13]([C:15]3[CH:20]=[CH:19][C:18]([OH:21])=[C:17]([F:29])[CH:16]=3)=[N:12][C:11]=2[CH:30]=1)([CH3:4])([CH3:3])[CH3:2].